This data is from Forward reaction prediction with 1.9M reactions from USPTO patents (1976-2016). The task is: Predict the product of the given reaction. (1) Given the reactants [C:1](OC)(=[O:19])[CH2:2][CH2:3][CH2:4][CH2:5][CH2:6][CH2:7][CH2:8][CH2:9][CH2:10][CH2:11][CH2:12][CH2:13][CH2:14][C:15]([O:17][CH3:18])=[O:16].[H][H], predict the reaction product. The product is: [OH:19][CH2:1][CH2:2][CH2:3][CH2:4][CH2:5][CH2:6][CH2:7][CH2:8][CH2:9][CH2:10][CH2:11][CH2:12][CH2:13][CH2:14][C:15]([O:17][CH3:18])=[O:16]. (2) Given the reactants [P:1]([O:13][CH2:14][C@H:15]1[O:19][C@@H:18]([N:20]2[C:30]3[N:29]=[C:27]([NH2:28])[NH:26][C:24](=[O:25])[C:23]=3[N:22]=C2)[C@H:17]([OH:31])[C@@H:16]1[OH:32])([O:4]P(OP(O)(O)=O)(O)=O)(=[O:3])[OH:2].N1C=C2C(N=CN2)=NC=1, predict the reaction product. The product is: [NH2:28][C:27]1[N:29]=[C:30]([NH:20][CH:18]2[O:19][C@H:15]([CH2:14][O:13][P:1]([OH:4])([OH:3])=[O:2])[C@@H:16]([OH:32])[C@H:17]2[OH:31])[C:23]([NH2:22])=[C:24]([OH:25])[N:26]=1.